Regression. Given a peptide amino acid sequence and an MHC pseudo amino acid sequence, predict their binding affinity value. This is MHC class I binding data. From a dataset of Peptide-MHC class I binding affinity with 185,985 pairs from IEDB/IMGT. (1) The peptide sequence is ARYSNFAWY. The MHC is HLA-A01:01 with pseudo-sequence HLA-A01:01. The binding affinity (normalized) is 0.0847. (2) The peptide sequence is QGIRQVLF. The MHC is Mamu-B3901 with pseudo-sequence Mamu-B3901. The binding affinity (normalized) is 0.302. (3) The peptide sequence is EISTNIRQ. The MHC is HLA-B54:01 with pseudo-sequence HLA-B54:01. The binding affinity (normalized) is 0. (4) The peptide sequence is AAPQFSLW. The MHC is Mamu-B52 with pseudo-sequence Mamu-B52. The binding affinity (normalized) is 0.377. (5) The peptide sequence is RPPGCTFPA. The MHC is HLA-A69:01 with pseudo-sequence HLA-A69:01. The binding affinity (normalized) is 0.0847. (6) The peptide sequence is LSNFMLWQF. The MHC is HLA-B15:17 with pseudo-sequence HLA-B15:17. The binding affinity (normalized) is 0.904. (7) The peptide sequence is IVPDIKLDA. The MHC is HLA-A02:01 with pseudo-sequence HLA-A02:01. The binding affinity (normalized) is 0.0158.